This data is from Catalyst prediction with 721,799 reactions and 888 catalyst types from USPTO. The task is: Predict which catalyst facilitates the given reaction. (1) The catalyst class is: 16. Product: [CH3:1][O:2][C:3]1[CH:27]=[C:26]([O:28][CH3:29])[CH:25]=[CH:24][C:4]=1[CH2:5][N:6]([C:19]1[S:23][N:22]=[CH:21][N:20]=1)[S:7]([C:10]1[CH:15]=[C:14]([F:16])[C:13]([O:43][C@H:37]2[CH2:38][CH2:39][CH2:40][CH2:41][CH2:42][C@@H:36]2[C:30]2[CH:31]=[CH:32][CH:33]=[CH:34][CH:35]=2)=[CH:12][C:11]=1[F:18])(=[O:9])=[O:8]. Reactant: [CH3:1][O:2][C:3]1[CH:27]=[C:26]([O:28][CH3:29])[CH:25]=[CH:24][C:4]=1[CH2:5][N:6]([C:19]1[S:23][N:22]=[CH:21][N:20]=1)[S:7]([C:10]1[CH:15]=[C:14]([F:16])[C:13](F)=[CH:12][C:11]=1[F:18])(=[O:9])=[O:8].[C:30]1([C@H:36]2[CH2:42][CH2:41][CH2:40][CH2:39][CH2:38][C@@H:37]2[OH:43])[CH:35]=[CH:34][CH:33]=[CH:32][CH:31]=1.[H-].[Na+]. (2) Reactant: Cl.[NH2:2][C:3]1[CH2:4][C:5]([C:18]([OH:20])=O)=[CH:6][C:7]2[CH:13]=[CH:12][C:11]([C:14]([O:16][CH3:17])=[O:15])=[CH:10][C:8]=2[N:9]=1.CN(C(ON1N=NC2C=CC=CC1=2)=[N+](C)C)C.F[P-](F)(F)(F)(F)F.CCN(C(C)C)C(C)C.[CH2:54]([NH:57][CH2:58][CH2:59][CH2:60][OH:61])[CH2:55][CH3:56]. Product: [NH2:2][C:3]1[CH2:4][C:5]([C:18](=[O:20])[N:57]([CH2:58][CH2:59][CH2:60][OH:61])[CH2:54][CH2:55][CH3:56])=[CH:6][C:7]2[CH:13]=[CH:12][C:11]([C:14]([O:16][CH3:17])=[O:15])=[CH:10][C:8]=2[N:9]=1. The catalyst class is: 18. (3) Reactant: [Cl:1][C:2]1[CH:18]=[C:17](I)[CH:16]=[CH:15][C:3]=1[O:4][Si:5]([CH:12]([CH3:14])[CH3:13])([CH:9]([CH3:11])[CH3:10])[CH:6]([CH3:8])[CH3:7].[C:20]([C:24]1[CH:28]=[C:27]([NH2:29])[NH:26][N:25]=1)([CH3:23])([CH3:22])[CH3:21].CN[C@@H]1CCCC[C@H]1NC.C(=O)([O-])[O-].[K+].[K+]. Product: [C:20]([C:24]1[CH:28]=[C:27]([NH2:29])[N:26]([C:17]2[CH:16]=[CH:15][C:3]([O:4][Si:5]([CH:12]([CH3:14])[CH3:13])([CH:9]([CH3:11])[CH3:10])[CH:6]([CH3:8])[CH3:7])=[C:2]([Cl:1])[CH:18]=2)[N:25]=1)([CH3:23])([CH3:22])[CH3:21]. The catalyst class is: 432. (4) Reactant: Cl.[Cl:2][C:3]1[C:4]([NH:13][C@H:14]2[CH2:18][CH2:17][CH2:16][C@@H:15]2[NH2:19])=[N:5][CH:6]=[C:7]([C:9]([F:12])([F:11])[F:10])[N:8]=1.[N:20]1[N:21]([C:25]2[CH:33]=[CH:32][CH:31]=[CH:30][C:26]=2[C:27](O)=[O:28])[N:22]=[CH:23][CH:24]=1.CN(C(ON1N=NC2C=CC=NC1=2)=[N+](C)C)C.F[P-](F)(F)(F)(F)F.C(N(CC)CC)C. Product: [Cl:2][C:3]1[C:4]([NH:13][C@H:14]2[CH2:18][CH2:17][CH2:16][C@@H:15]2[NH:19][C:27](=[O:28])[C:26]2[CH:30]=[CH:31][CH:32]=[CH:33][C:25]=2[N:21]2[N:22]=[CH:23][CH:24]=[N:20]2)=[N:5][CH:6]=[C:7]([C:9]([F:11])([F:12])[F:10])[N:8]=1. The catalyst class is: 3. (5) Reactant: [BH4-].[Na+].[I:3][C:4]1[CH:5]=[C:6]([CH2:10][N:11]2[C:15]3[CH2:16][CH2:17][CH2:18][C:19](=O)[C:14]=3[NH:13][CH:12]2[CH:21]([CH3:23])[CH3:22])[CH:7]=[CH:8][CH:9]=1.C[OH:25]. Product: [I:3][C:4]1[CH:5]=[C:6]([CH2:10][N:11]2[C:15]3[CH:16]([OH:25])[CH2:17][CH2:18][CH2:19][C:14]=3[N:13]=[C:12]2[CH:21]([CH3:23])[CH3:22])[CH:7]=[CH:8][CH:9]=1. The catalyst class is: 4. (6) Reactant: [CH3:1][C:2]([O:5][C:6]([NH:8][CH2:9][CH2:10][C@@H:11]([NH:15][C:16]([O:18][CH2:19][C:20]1[CH:25]=[CH:24][CH:23]=[CH:22][CH:21]=1)=[O:17])[C:12](O)=[O:13])=[O:7])([CH3:4])[CH3:3].C1CCC(NC2CCCCC2)CC1.ClC(OCC)=O.CN1CCOCC1.[BH4-].[Na+]. Product: [OH:13][CH2:12][C@H:11]([NH:15][C:16]([O:18][CH2:19][C:20]1[CH:21]=[CH:22][CH:23]=[CH:24][CH:25]=1)=[O:17])[CH2:10][CH2:9][NH:8][C:6](=[O:7])[O:5][C:2]([CH3:3])([CH3:1])[CH3:4]. The catalyst class is: 36. (7) Reactant: [Cl:1][C:2]1[CH:3]=[CH:4][C:5]([O:17][CH3:18])=[C:6]([CH:16]=1)[C:7]([NH:9][C:10]1[S:11][C:12]([CH3:15])=[CH:13][N:14]=1)=[O:8].[H-].[Na+].Br[CH2:22][C:23]1[O:24][C:25]([C:28]([F:31])([F:30])[F:29])=[CH:26][CH:27]=1. Product: [Cl:1][C:2]1[CH:3]=[CH:4][C:5]([O:17][CH3:18])=[C:6]([CH:16]=1)[C:7](/[N:9]=[C:10]1\[S:11][C:12]([CH3:15])=[CH:13][N:14]\1[CH2:22][C:23]1[O:24][C:25]([C:28]([F:31])([F:30])[F:29])=[CH:26][CH:27]=1)=[O:8]. The catalyst class is: 3. (8) Reactant: Cl[C:2]1[N:7]=[C:6]([NH:8][C:9]2[CH:17]=[C:16]3[C:12]([C:13]([CH3:20])([CH3:19])[C:14](=[O:18])[NH:15]3)=[CH:11][CH:10]=2)[C:5]([N+:21]([O-:23])=[O:22])=[CH:4][N:3]=1.[CH2:24]([N:26]1[CH:30]=[C:29]([NH2:31])[CH:28]=[N:27]1)[CH3:25].CCN(C(C)C)C(C)C. Product: [CH2:24]([N:26]1[CH:30]=[C:29]([NH:31][C:2]2[N:7]=[C:6]([NH:8][C:9]3[CH:17]=[C:16]4[C:12]([C:13]([CH3:20])([CH3:19])[C:14](=[O:18])[NH:15]4)=[CH:11][CH:10]=3)[C:5]([N+:21]([O-:23])=[O:22])=[CH:4][N:3]=2)[CH:28]=[N:27]1)[CH3:25]. The catalyst class is: 12. (9) Reactant: [CH3:1][O:2][C:3]1[C:12]([C:13]([F:16])([F:15])[F:14])=[CH:11][CH:10]=[CH:9][C:4]=1[C:5]([O:7]C)=[O:6].[OH-].[Na+].CO. Product: [CH3:1][O:2][C:3]1[C:12]([C:13]([F:14])([F:15])[F:16])=[CH:11][CH:10]=[CH:9][C:4]=1[C:5]([OH:7])=[O:6]. The catalyst class is: 7. (10) Reactant: [F:1][C:2]1[CH:3]=[C:4]([CH2:11][CH2:12][C:13]([O:15]CC)=[O:14])[CH:5]=[C:6]([O:9][CH3:10])[C:7]=1[OH:8].[CH2:18](Br)[C:19]#[CH:20].C(=O)([O-])[O-].[K+].[K+].C(#N)C. Product: [F:1][C:2]1[CH:3]=[C:4]([CH2:11][CH2:12][C:13]([OH:15])=[O:14])[CH:5]=[C:6]([O:9][CH3:10])[C:7]=1[O:8][CH2:20][C:19]#[CH:18]. The catalyst class is: 13.